Dataset: Full USPTO retrosynthesis dataset with 1.9M reactions from patents (1976-2016). Task: Predict the reactants needed to synthesize the given product. (1) Given the product [F:1][C:2]1[CH:10]=[CH:9][C:8]([N+:11]([O-:13])=[O:12])=[CH:7][C:3]=1[C:4]([O:6][C:15]([CH3:17])([CH3:16])[CH3:14])=[O:5], predict the reactants needed to synthesize it. The reactants are: [F:1][C:2]1[CH:10]=[CH:9][C:8]([N+:11]([O-:13])=[O:12])=[CH:7][C:3]=1[C:4]([OH:6])=[O:5].[CH3:14][C:15](OC(O[C:15]([CH3:17])([CH3:16])[CH3:14])N(C)C)([CH3:17])[CH3:16]. (2) Given the product [CH3:1][CH2:2][C:3]1[CH:8]=[CH:7][C:6]([C:9]([CH:11]([CH2:13][N:14]2[CH2:19][CH2:18][CH2:17][CH2:16][CH2:15]2)[CH3:12])=[O:10])=[CH:5][CH:4]=1.[C:20]([O-:27])(=[O:26])/[CH:21]=[CH:22]/[C:23]([O-:25])=[O:24], predict the reactants needed to synthesize it. The reactants are: [CH3:1][CH2:2][C:3]1[CH:4]=[CH:5][C:6]([C:9]([CH:11]([CH2:13][N:14]2[CH2:19][CH2:18][CH2:17][CH2:16][CH2:15]2)[CH3:12])=[O:10])=[CH:7][CH:8]=1.[C:20]([OH:27])(=[O:26])/[CH:21]=[CH:22]/[C:23]([OH:25])=[O:24]. (3) Given the product [C:26]([O:29][CH2:30][C:31]1[C:32]([N:46]2[CH2:58][CH2:57][N:49]3[C:50]4[CH2:51][CH2:52][CH2:53][CH2:54][C:55]=4[CH:56]=[C:48]3[C:47]2=[O:59])=[CH:33][CH:34]=[CH:35][C:36]=1[C:2]1[CH:3]=[C:4]([NH:10][C:11]2[CH:15]=[CH:14][N:13]([CH2:16][CH2:17][O:18][Si:19]([C:22]([CH3:25])([CH3:24])[CH3:23])([CH3:21])[CH3:20])[N:12]=2)[C:5](=[O:9])[N:6]([CH3:8])[CH:7]=1)(=[O:28])[CH3:27], predict the reactants needed to synthesize it. The reactants are: Br[C:2]1[CH:3]=[C:4]([NH:10][C:11]2[CH:15]=[CH:14][N:13]([CH2:16][CH2:17][O:18][Si:19]([C:22]([CH3:25])([CH3:24])[CH3:23])([CH3:21])[CH3:20])[N:12]=2)[C:5](=[O:9])[N:6]([CH3:8])[CH:7]=1.[C:26]([O:29][CH2:30][C:31]1[C:36](B2OC(C)(C)C(C)(C)O2)=[CH:35][CH:34]=[CH:33][C:32]=1[N:46]1[CH2:58][CH2:57][N:49]2[C:50]3[CH2:51][CH2:52][CH2:53][CH2:54][C:55]=3[CH:56]=[C:48]2[C:47]1=[O:59])(=[O:28])[CH3:27].C([O-])(=O)C.[Na+].[O-]P([O-])([O-])=O.[K+].[K+].[K+]. (4) Given the product [CH:40]([O:39][C:31]1[CH:30]=[C:29]([C:26]2[N:27]=[CH:28][N:24](/[CH:23]=[CH:22]\[C:21]([NH:49][NH2:50])=[O:43])[N:25]=2)[CH:34]=[C:33]([C:35]([F:36])([F:38])[F:37])[N:32]=1)([CH3:42])[CH3:41], predict the reactants needed to synthesize it. The reactants are: [CH:40]([O:39][C:31]1[CH:30]=[C:29]([C:26]2[N:27]=[CH:28][N:24](/[CH:23]=[CH:22]\[C:21](O[C:21](=[O:43])/[CH:22]=[CH:23]\[N:24]3[CH:28]=[N:27][C:26]([C:29]4[CH:34]=[C:33]([C:35]([F:38])([F:37])[F:36])[N:32]=[C:31]([O:39][CH:40]([CH3:42])[CH3:41])[CH:30]=4)=[N:25]3)=[O:43])[N:25]=2)[CH:34]=[C:33]([C:35]([F:38])([F:36])[F:37])[N:32]=1)([CH3:41])[CH3:42].O.[NH2:49][NH2:50].